From a dataset of Full USPTO retrosynthesis dataset with 1.9M reactions from patents (1976-2016). Predict the reactants needed to synthesize the given product. (1) Given the product [N+:9]([C:6]1[CH:7]=[CH:8][C:3]([CH2:2][S:18][CH2:19][CH2:20][C:21]([O:23][CH2:24][CH3:25])=[O:22])=[CH:4][CH:5]=1)([O-:11])=[O:10], predict the reactants needed to synthesize it. The reactants are: Br[CH2:2][C:3]1[CH:8]=[CH:7][C:6]([N+:9]([O-:11])=[O:10])=[CH:5][CH:4]=1.C(=O)([O-])[O-].[K+].[K+].[SH:18][CH2:19][CH2:20][C:21]([O:23][CH2:24][CH3:25])=[O:22]. (2) Given the product [CH3:1][O:2][C:3]1[CH:4]=[C:5]2[C:10](=[CH:11][C:12]=1[O:13][CH3:14])[N:9]=[CH:8][CH:7]=[C:6]2[O:15][C:16]1[CH:22]=[CH:21][C:19]([NH:20][C:38](=[O:40])[O:56][CH:54]([C:53]2[CH:57]=[CH:58][CH:59]=[C:51]([O:50][CH3:49])[CH:52]=2)[CH3:55])=[CH:18][CH:17]=1, predict the reactants needed to synthesize it. The reactants are: [CH3:1][O:2][C:3]1[CH:4]=[C:5]2[C:10](=[CH:11][C:12]=1[O:13][CH3:14])[N:9]=[CH:8][CH:7]=[C:6]2[O:15][C:16]1[CH:22]=[CH:21][C:19]([NH2:20])=[CH:18][CH:17]=1.C1(C)C=CC=CC=1.C(N(CC)CC)C.Cl[C:38](Cl)([O:40]C(=O)OC(Cl)(Cl)Cl)Cl.[CH3:49][O:50][C:51]1[CH:52]=[C:53]([CH:57]=[CH:58][CH:59]=1)[CH:54]([OH:56])[CH3:55].